From a dataset of Reaction yield outcomes from USPTO patents with 853,638 reactions. Predict the reaction yield, written as a fraction of the theoretical maximum amount of product (1.0 means a 100% yield; for example, 0.34 means a 34% yield). (1) The reactants are [CH3:1][N:2]([CH3:14])[C:3]1[CH:13]=[CH:12][C:6]([C:7]([O:9][CH2:10][CH3:11])=[O:8])=[CH:5][CH:4]=1.FC(F)(F)S(O[C:21]1[CH:26]=[CH:25]C=[CH:23][C:22]=1[Si](C)(C)C)(=O)=O.[F-].[K+].C1OCCOCCOCCOCCOCCOC1. The catalyst is C1COCC1. The product is [CH3:14][N:2]([C:1]1[CH:25]=[CH:26][CH:21]=[CH:22][CH:23]=1)[C:3]1[CH:13]=[CH:12][C:6]([C:7]([O:9][CH2:10][CH3:11])=[O:8])=[CH:5][CH:4]=1. The yield is 0.860. (2) The reactants are [C:1]([C:3]1([NH:6][C:7]([C@@H:9]2[CH2:13][C@@H:12]([S:14]([C:17]3[CH:22]=[CH:21][C:20]([F:23])=[CH:19][C:18]=3[Cl:24])(=[O:16])=[O:15])[CH2:11][C@H:10]2[CH2:25][O:26]CC2C=CC(OC)=CC=2)=[O:8])[CH2:5][CH2:4]1)#[N:2].O. The catalyst is ClCCl. The product is [C:1]([C:3]1([NH:6][C:7]([C@@H:9]2[CH2:13][C@@H:12]([S:14]([C:17]3[CH:22]=[CH:21][C:20]([F:23])=[CH:19][C:18]=3[Cl:24])(=[O:15])=[O:16])[CH2:11][C@H:10]2[CH2:25][OH:26])=[O:8])[CH2:5][CH2:4]1)#[N:2]. The yield is 0.770. (3) The reactants are S(S([O-])=O)([O-])=O.[Na+].[Na+].[F:9][C:10]1[C:15]([CH3:16])=[CH:14][CH:13]=[C:12]([N+:17]([O-])=O)[C:11]=1[O:20][C:21]1[C:30]2[C:25](=[CH:26][CH:27]=[CH:28][CH:29]=2)[CH:24]=[CH:23][CH:22]=1. The catalyst is O.C1COCC1. The product is [F:9][C:10]1[C:11]([O:20][C:21]2[C:30]3[C:25](=[CH:26][CH:27]=[CH:28][CH:29]=3)[CH:24]=[CH:23][CH:22]=2)=[C:12]([NH2:17])[CH:13]=[CH:14][C:15]=1[CH3:16]. The yield is 0.600. (4) The reactants are Cl[C:2]1[C:11]2[C:6](=[CH:7][C:8]([Cl:12])=[CH:9][CH:10]=2)[N:5]=[CH:4][CH:3]=1.[CH2:13]1[CH:20]2[CH:16]([CH2:17][CH:18]([NH2:21])[CH2:19]2)[CH2:15][CH:14]1[NH2:22].C(N(CC)CC)C.[OH-].[Na+]. The catalyst is CN1CCCC1=O.O. The product is [Cl:12][C:8]1[CH:7]=[C:6]2[C:11]([C:2]([NH:21][CH:18]3[CH2:19][CH:20]4[CH:16]([CH2:15][CH:14]([NH2:22])[CH2:13]4)[CH2:17]3)=[CH:3][CH:4]=[N:5]2)=[CH:10][CH:9]=1. The yield is 0.630. (5) The reactants are C([Li])CCC.CCCCCC.[O:12]=[C:13]1[CH2:17][CH2:16][CH2:15][N:14]1[C:18]([O:20][CH2:21][CH:22]=[CH2:23])=[O:19].[CH3:24][O:25][CH2:26][C:27](Cl)=O.Cl.[NH2:31][C:32]1[CH:37]=[CH:36][CH:35]=[CH:34][CH:33]=1.O.C1(C)C=CC(S(O)(=O)=O)=CC=1.C(O)(=O)CC(CC(O)=O)(C(O)=O)O. The catalyst is O1CCCC1.C1(C)C=CC=CC=1.C1CCCCC1.O. The product is [CH3:24][O:25][CH2:26][C:27](=[C:17]1[CH2:16][CH2:15][N:14]([C:18]([O:20][CH2:21][CH:22]=[CH2:23])=[O:19])[C:13]1=[O:12])[NH:31][C:32]1[CH:37]=[CH:36][CH:35]=[CH:34][CH:33]=1. The yield is 0.172.